From a dataset of Reaction yield outcomes from USPTO patents with 853,638 reactions. Predict the reaction yield, written as a fraction of the theoretical maximum amount of product (1.0 means a 100% yield; for example, 0.34 means a 34% yield). (1) The reactants are [Cl:1][C:2]1[C:7]([N+:8]([O-:10])=[O:9])=[CH:6][CH:5]=[CH:4][N:3]=1.[Li+].[Cl-].Br[CH:14]1[CH2:19][CH2:18][CH2:17][CH:16]=[CH:15]1.C([Cu])#N. The catalyst is C1COCC1. The product is [Cl:1][C:2]1[C:7]([N+:8]([O-:10])=[O:9])=[C:6]([CH:19]2[CH2:18][CH2:17][CH2:16][CH:15]=[CH:14]2)[CH:5]=[CH:4][N:3]=1. The yield is 0.730. (2) The reactants are [CH2:1]([O:8][CH2:9][C:10]1[CH2:11][CH:12]([OH:15])[CH2:13][CH:14]=1)[C:2]1[CH:7]=[CH:6][CH:5]=[CH:4][CH:3]=1.N1C=CN=C1.[C:21]([Si:25]([CH3:28])([CH3:27])Cl)([CH3:24])([CH3:23])[CH3:22]. The catalyst is CN(C)C=O. The product is [CH2:1]([O:8][CH2:9][C:10]1[CH2:11][CH:12]([O:15][Si:25]([C:21]([CH3:24])([CH3:23])[CH3:22])([CH3:28])[CH3:27])[CH2:13][CH:14]=1)[C:2]1[CH:7]=[CH:6][CH:5]=[CH:4][CH:3]=1. The yield is 0.814. (3) The reactants are C(OC([N:8]1[CH2:13][CH2:12][CH:11]([O:14][C:15]2[CH:20]=[CH:19][C:18]([C:21]3[CH:26]([CH3:27])[CH2:25][C:24](=[O:28])[NH:23][N:22]=3)=[CH:17][CH:16]=2)[CH2:10][CH2:9]1)=O)(C)(C)C.FC(F)(F)C(O)=O. The catalyst is C(Cl)Cl. The product is [CH3:27][CH:26]1[C:21]([C:18]2[CH:17]=[CH:16][C:15]([O:14][CH:11]3[CH2:12][CH2:13][NH:8][CH2:9][CH2:10]3)=[CH:20][CH:19]=2)=[N:22][NH:23][C:24](=[O:28])[CH2:25]1. The yield is 0.470. (4) The reactants are [CH3:1][O:2][C:3]1[CH:8]=[CH:7][C:6]([O:9][CH3:10])=[CH:5][C:4]=1[NH:11][C:12]1[C:21]([NH2:22])=[N:20][C:19]2[C:14](=[CH:15][CH:16]=[CH:17][CH:18]=2)[N:13]=1.[CH3:23][N:24]1[CH:28]=[C:27]([S:29](Cl)(=[O:31])=[O:30])[N:26]=[CH:25]1. The catalyst is N1C=CC=CC=1. The product is [CH3:1][O:2][C:3]1[CH:8]=[CH:7][C:6]([O:9][CH3:10])=[CH:5][C:4]=1[NH:11][C:12]1[C:21]([NH:22][S:29]([C:27]2[N:26]=[CH:25][N:24]([CH3:23])[CH:28]=2)(=[O:31])=[O:30])=[N:20][C:19]2[C:14]([N:13]=1)=[CH:15][CH:16]=[CH:17][CH:18]=2. The yield is 0.640. (5) The reactants are [Br:1][C:2]1[CH:7]=[CH:6][C:5]([NH:8][C:9](=O)[CH3:10])=[C:4]([C:12]([F:15])([F:14])[F:13])[CH:3]=1.C(Cl)Cl.[N-:19]=[N+:20]=[N-:21].[Na+].FC(F)(F)S(OS(C(F)(F)F)(=O)=O)(=O)=O. The catalyst is C(#N)C. The product is [Br:1][C:2]1[CH:7]=[CH:6][C:5]([N:8]2[C:9]([CH3:10])=[N:21][N:20]=[N:19]2)=[C:4]([C:12]([F:15])([F:14])[F:13])[CH:3]=1. The yield is 0.700. (6) The reactants are [C@H:1]1([NH:10][C:11]2[CH:20]=[CH:19][C:18]3[C:13](=[CH:14][CH:15]=[C:16]([NH2:21])[CH:17]=3)[N:12]=2)[C:9]2[C:4](=[CH:5][CH:6]=[CH:7][CH:8]=2)[CH2:3][CH2:2]1.C(N(CC)CC)C.Cl[C:30](Cl)([O:32]C(=O)OC(Cl)(Cl)Cl)Cl.[NH2:41][C:42]1[CH:47]=[CH:46][N:45]=[C:44]([Cl:48])[CH:43]=1. The catalyst is C1COCC1.O. The product is [Cl:48][C:44]1[CH:43]=[C:42]([NH:41][C:30]([NH:21][C:16]2[CH:17]=[C:18]3[C:13](=[CH:14][CH:15]=2)[N:12]=[C:11]([NH:10][C@H:1]2[C:9]4[C:4](=[CH:5][CH:6]=[CH:7][CH:8]=4)[CH2:3][CH2:2]2)[CH:20]=[CH:19]3)=[O:32])[CH:47]=[CH:46][N:45]=1. The yield is 0.440. (7) The reactants are [H-].[Na+].[CH3:3][S:4]([NH2:7])(=[O:6])=[O:5].[CH:8]1([CH2:11][O:12][C:13]2[C:14]([C:23]3[C:32]4[C:27](=[CH:28][CH:29]=[CH:30][CH:31]=4)[C:26](=[O:33])[N:25]([CH3:34])[CH:24]=3)=[N:15][C:16](S(C)(=O)=O)=[N:17][CH:18]=2)[CH2:10][CH2:9]1.C(O)(=O)C. The catalyst is CN(C=O)C. The product is [CH:8]1([CH2:11][O:12][C:13]2[C:14]([C:23]3[C:32]4[C:27](=[CH:28][CH:29]=[CH:30][CH:31]=4)[C:26](=[O:33])[N:25]([CH3:34])[CH:24]=3)=[N:15][C:16]([NH:7][S:4]([CH3:3])(=[O:6])=[O:5])=[N:17][CH:18]=2)[CH2:9][CH2:10]1. The yield is 0.967.